Dataset: Full USPTO retrosynthesis dataset with 1.9M reactions from patents (1976-2016). Task: Predict the reactants needed to synthesize the given product. (1) The reactants are: Cl.Cl[C:3]1[S:4][C:5]2[C:6]([N:11]=1)=[N:7][CH:8]=[CH:9][CH:10]=2.C([O-])([O-])=O.[K+].[K+].[OH:18][CH2:19][C:20]1[CH:25]=[CH:24][C:23]([OH:26])=[CH:22][CH:21]=1. Given the product [S:4]1[C:5]2[C:6](=[N:7][CH:8]=[CH:9][CH:10]=2)[N:11]=[C:3]1[O:26][C:23]1[CH:24]=[CH:25][C:20]([CH2:19][OH:18])=[CH:21][CH:22]=1, predict the reactants needed to synthesize it. (2) Given the product [F:7][C:8]1[CH:15]=[CH:14][C:11]([CH2:12][NH:1][C@@H:2]([CH3:6])[C:3]([NH2:5])=[O:4])=[CH:10][CH:9]=1, predict the reactants needed to synthesize it. The reactants are: [NH2:1][C@@H:2]([CH3:6])[C:3]([NH2:5])=[O:4].[F:7][C:8]1[CH:15]=[CH:14][C:11]([CH:12]=O)=[CH:10][CH:9]=1.[Na].[OH-].[Na+].